Task: Predict the reactants needed to synthesize the given product.. Dataset: Full USPTO retrosynthesis dataset with 1.9M reactions from patents (1976-2016) Given the product [Cl:8][C:9]1[CH:10]=[C:11]([C:29]2[CH:30]=[CH:31][C:32]([F:35])=[CH:33][CH:34]=2)[CH:12]=[C:13]([Cl:28])[C:14]=1[CH2:15][C@@H:16]1[CH2:20][CH2:19][N:18]([CH:21]2[CH2:26][CH2:25][N:24]([S:37]([CH3:36])(=[O:39])=[O:38])[CH2:23][CH2:22]2)[C:17]1=[O:27], predict the reactants needed to synthesize it. The reactants are: FC(F)(F)C(O)=O.[Cl:8][C:9]1[CH:10]=[C:11]([C:29]2[CH:34]=[CH:33][C:32]([F:35])=[CH:31][CH:30]=2)[CH:12]=[C:13]([Cl:28])[C:14]=1[CH2:15][C@@H:16]1[CH2:20][CH2:19][N:18]([CH:21]2[CH2:26][CH2:25][NH:24][CH2:23][CH2:22]2)[C:17]1=[O:27].[CH3:36][S:37](Cl)(=[O:39])=[O:38].C(N(CC)CC)C.